This data is from Forward reaction prediction with 1.9M reactions from USPTO patents (1976-2016). The task is: Predict the product of the given reaction. (1) Given the reactants C[O:2][C:3](=O)[CH2:4][CH2:5][C:6]1([CH3:24])[CH2:15][CH2:14][C:13]2[C:8](=[C:9]3[CH:20]4[CH2:21][CH2:22][CH2:23][CH:17]([CH2:18][CH2:19]4)[C:10]3=[C:11]([OH:16])[CH:12]=2)[O:7]1.[H-].[H-].[H-].[H-].[Li+].[Al+3], predict the reaction product. The product is: [OH:2][CH2:3][CH2:4][CH2:5][C:6]1([CH3:24])[CH2:15][CH2:14][C:13]2[C:8](=[C:9]3[CH:20]4[CH2:21][CH2:22][CH2:23][CH:17]([CH2:18][CH2:19]4)[C:10]3=[C:11]([OH:16])[CH:12]=2)[O:7]1. (2) The product is: [C:24]1([C:32]2[CH:33]=[CH:34][CH:35]=[CH:36][CH:37]=2)[CH:25]=[CH:26][C:27]([C:30]2[N:10]([CH2:11][CH:12]3[CH2:16][CH2:15][N:14]([C:17]([O:19][C:20]([CH3:23])([CH3:22])[CH3:21])=[O:18])[CH2:13]3)[C:9]3[CH:8]=[CH:7][N:6]=[CH:5][C:4]=3[N:1]=2)=[CH:28][CH:29]=1. Given the reactants [N+:1]([C:4]1[CH:5]=[N:6][CH:7]=[CH:8][C:9]=1[NH:10][CH2:11][CH:12]1[CH2:16][CH2:15][N:14]([C:17]([O:19][C:20]([CH3:23])([CH3:22])[CH3:21])=[O:18])[CH2:13]1)([O-])=O.[C:24]1([C:32]2[CH:37]=[CH:36][CH:35]=[CH:34][CH:33]=2)[CH:29]=[CH:28][C:27]([CH:30]=O)=[CH:26][CH:25]=1.S(S([O-])=O)([O-])=O.[Na+].[Na+], predict the reaction product. (3) The product is: [ClH:1].[Cl:1][C:2]1[CH:3]=[C:4]([CH:33]=[C:34]([Cl:36])[CH:35]=1)[O:5][C:6]1[CH:11]=[CH:10][C:9]([C:12]([N:14]([CH3:15])[CH3:16])=[O:13])=[CH:8][C:7]=1[S:17]([N:20]1[CH2:21][CH2:22][NH:23][CH2:24][CH2:25]1)(=[O:18])=[O:19]. Given the reactants [Cl:1][C:2]1[CH:3]=[C:4]([CH:33]=[C:34]([Cl:36])[CH:35]=1)[O:5][C:6]1[CH:11]=[CH:10][C:9]([C:12]([N:14]([CH3:16])[CH3:15])=[O:13])=[CH:8][C:7]=1[S:17]([N:20]1[CH2:25][CH2:24][N:23](C(OC(C)(C)C)=O)[CH2:22][CH2:21]1)(=[O:19])=[O:18].Cl.O1CCOCC1, predict the reaction product. (4) Given the reactants [CH3:1][NH:2][C:3]1[CH:8]=[CH:7][N:6]=[CH:5][C:4]=1[NH2:9].[CH2:10]([O:12][CH:13]([O:18][CH2:19][CH3:20])C(=N)OC)[CH3:11].Cl.[CH3:22]O, predict the reaction product. The product is: [CH2:10]([O:12][CH:13]([O:18][CH2:19][CH3:20])[C:1]1[N:2]([CH3:22])[C:3]2[CH:8]=[CH:7][N:6]=[CH:5][C:4]=2[N:9]=1)[CH3:11]. (5) Given the reactants [C:1]([C:3]1[CH:4]=[C:5]([CH:9]=[CH:10][C:11]=1[O:12][CH:13]([CH3:15])[CH3:14])[C:6]([OH:8])=O)#[N:2].C1C=CC2N(O)N=NC=2C=1.[F:26][C:27]1[CH:28]=[C:29](/[C:43](/[NH:46]O)=[N:44]/[H])[CH:30]=[C:31]2[C:35]=1[NH:34][C:33]([CH2:36][CH2:37][C:38]([O:40][CH2:41][CH3:42])=[O:39])=[CH:32]2.CCCC[N+](CCCC)(CCCC)CCCC.[F-], predict the reaction product. The product is: [C:1]([C:3]1[CH:4]=[C:5]([C:6]2[O:8][N:44]=[C:43]([C:29]3[CH:30]=[C:31]4[C:35](=[C:27]([F:26])[CH:28]=3)[NH:34][C:33]([CH2:36][CH2:37][C:38]([O:40][CH2:41][CH3:42])=[O:39])=[CH:32]4)[N:46]=2)[CH:9]=[CH:10][C:11]=1[O:12][CH:13]([CH3:15])[CH3:14])#[N:2]. (6) Given the reactants C[O:2][C:3]([C:5]1[S:6][C:7]([C:39]2[CH:44]=[CH:43][CH:42]=[CH:41][CH:40]=2)=[CH:8][C:9]=1[N:10]([CH:23]([C:30]1[O:34][C:33]2[CH:35]=[CH:36][CH:37]=[CH:38][C:32]=2[CH:31]=1)[C:24]1[CH:29]=[CH:28][CH:27]=[CH:26][CH:25]=1)[S:11]([C:14]1[CH:19]=[C:18]([CH3:20])[C:17]([Cl:21])=[CH:16][C:15]=1[CH3:22])(=[O:13])=[O:12])=[O:4].[Li+].[OH-], predict the reaction product. The product is: [O:34]1[C:33]2[CH:35]=[CH:36][CH:37]=[CH:38][C:32]=2[CH:31]=[C:30]1[CH:23]([N:10]([S:11]([C:14]1[CH:19]=[C:18]([CH3:20])[C:17]([Cl:21])=[CH:16][C:15]=1[CH3:22])(=[O:12])=[O:13])[C:9]1[CH:8]=[C:7]([C:39]2[CH:40]=[CH:41][CH:42]=[CH:43][CH:44]=2)[S:6][C:5]=1[C:3]([OH:4])=[O:2])[C:24]1[CH:25]=[CH:26][CH:27]=[CH:28][CH:29]=1. (7) Given the reactants C1(S([N:10]2[C:14]3=[N:15][CH:16]=[C:17]([C:19]4[C:20]([CH3:25])=[N:21][O:22][C:23]=4[CH3:24])[CH:18]=[C:13]3[C:12]([CH2:26][CH:27]3[CH2:32][CH2:31][S:30](=[O:34])(=[O:33])[CH2:29][CH2:28]3)=[CH:11]2)(=O)=O)C=CC=CC=1.[OH-].[K+].O, predict the reaction product. The product is: [CH3:25][C:20]1[C:19]([C:17]2[CH:18]=[C:13]3[C:12]([CH2:26][CH:27]4[CH2:28][CH2:29][S:30](=[O:34])(=[O:33])[CH2:31][CH2:32]4)=[CH:11][NH:10][C:14]3=[N:15][CH:16]=2)=[C:23]([CH3:24])[O:22][N:21]=1.